Dataset: Peptide-MHC class I binding affinity with 185,985 pairs from IEDB/IMGT. Task: Regression. Given a peptide amino acid sequence and an MHC pseudo amino acid sequence, predict their binding affinity value. This is MHC class I binding data. (1) The peptide sequence is IVVALSSLV. The MHC is HLA-A02:06 with pseudo-sequence HLA-A02:06. The binding affinity (normalized) is 0.805. (2) The peptide sequence is SQYHRFPIY. The MHC is BoLA-JSP.1 with pseudo-sequence BoLA-JSP.1. The binding affinity (normalized) is 0.343. (3) The peptide sequence is SDAHKKNLY. The MHC is HLA-A24:02 with pseudo-sequence HLA-A24:02. The binding affinity (normalized) is 0. (4) The peptide sequence is ATFIDVHIPK. The MHC is HLA-A03:01 with pseudo-sequence HLA-A03:01. The binding affinity (normalized) is 0.795. (5) The peptide sequence is VPRENATAF. The MHC is HLA-B58:01 with pseudo-sequence HLA-B58:01. The binding affinity (normalized) is 0.0847. (6) The peptide sequence is LALKNSQAEL. The MHC is HLA-A68:02 with pseudo-sequence HLA-A68:02. The binding affinity (normalized) is 0.242. (7) The peptide sequence is IQAVFGFSL. The MHC is HLA-A11:01 with pseudo-sequence HLA-A11:01. The binding affinity (normalized) is 0.0847. (8) The peptide sequence is ITDMINASLK. The MHC is HLA-A11:01 with pseudo-sequence HLA-A11:01. The binding affinity (normalized) is 0.594. (9) The peptide sequence is VYMDAVFEY. The MHC is HLA-A30:01 with pseudo-sequence HLA-A30:01. The binding affinity (normalized) is 0.415. (10) The peptide sequence is LLAALFHDI. The MHC is HLA-B07:02 with pseudo-sequence HLA-B07:02. The binding affinity (normalized) is 0.0847.